From a dataset of Forward reaction prediction with 1.9M reactions from USPTO patents (1976-2016). Predict the product of the given reaction. (1) Given the reactants [OH:1][CH:2]1[CH:8]2[CH:6]([O:7]2)[CH2:5][N:4]([C:9]([O:11][CH2:12][CH3:13])=[O:10])[CH2:3]1.[N-:14]=[N+:15]=[N-:16].[Na+].[NH4+].[Cl-], predict the reaction product. The product is: [N:14]([CH:8]1[CH:2]([OH:1])[CH2:3][N:4]([C:9]([O:11][CH2:12][CH3:13])=[O:10])[CH2:5][CH:6]1[OH:7])=[N+:15]=[N-:16]. (2) The product is: [C:3]([O:7][C:8]([N:10]1[CH2:15][CH:14]([C:16]2[CH:21]=[C:20]([F:22])[CH:19]=[C:18]([F:23])[CH:17]=2)[N:13]([CH2:24][C:25]([OH:27])=[O:26])[C:12](=[O:29])[C@@H:11]1[CH2:30][CH:31]1[CH2:32][CH2:33][CH2:34][CH2:35][CH2:36][CH2:37]1)=[O:9])([CH3:6])([CH3:4])[CH3:5]. Given the reactants [OH-].[Li+].[C:3]([O:7][C:8]([N:10]1[CH2:15][CH:14]([C:16]2[CH:21]=[C:20]([F:22])[CH:19]=[C:18]([F:23])[CH:17]=2)[N:13]([CH2:24][C:25]([O:27]C)=[O:26])[C:12](=[O:29])[C@@H:11]1[CH2:30][CH:31]1[CH2:37][CH2:36][CH2:35][CH2:34][CH2:33][CH2:32]1)=[O:9])([CH3:6])([CH3:5])[CH3:4], predict the reaction product. (3) Given the reactants FC1C(O[C:9]([C:11]2[N:12]([CH2:19][CH:20]3[CH2:22][CH2:21]3)[CH:13]=[C:14]([N+:16]([O-:18])=[O:17])[CH:15]=2)=[O:10])=C(F)C(F)=C(F)C=1F.S(=O)(=O)(O)O.[NH2:32][CH2:33][C:34]#[N:35].C(N(CC)C(C)C)(C)C, predict the reaction product. The product is: [C:33]([CH2:34][NH:35][C:9]([C:11]1[N:12]([CH2:19][CH:20]2[CH2:21][CH2:22]2)[CH:13]=[C:14]([N+:16]([O-:18])=[O:17])[CH:15]=1)=[O:10])#[N:32]. (4) Given the reactants [C:1]([O:5][C:6]([N:8]1[CH2:13][CH2:12][C:11]([NH2:17])([C:14]([OH:16])=[O:15])[CH2:10][CH2:9]1)=[O:7])([CH3:4])([CH3:3])[CH3:2].C(=O)([O-])[O-].[K+].[K+].Cl[C:25]([O:27][CH2:28][CH:29]=[CH2:30])=[O:26], predict the reaction product. The product is: [C:1]([O:5][C:6]([N:8]1[CH2:9][CH2:10][C:11]([NH:17][C:25]([O:27][CH2:28][CH:29]=[CH2:30])=[O:26])([C:14]([OH:16])=[O:15])[CH2:12][CH2:13]1)=[O:7])([CH3:4])([CH3:2])[CH3:3].